This data is from NCI-60 drug combinations with 297,098 pairs across 59 cell lines. The task is: Regression. Given two drug SMILES strings and cell line genomic features, predict the synergy score measuring deviation from expected non-interaction effect. (1) Drug 1: CC1=C2C(C(=O)C3(C(CC4C(C3C(C(C2(C)C)(CC1OC(=O)C(C(C5=CC=CC=C5)NC(=O)C6=CC=CC=C6)O)O)OC(=O)C7=CC=CC=C7)(CO4)OC(=O)C)O)C)OC(=O)C. Drug 2: CC1=C2C(C(=O)C3(C(CC4C(C3C(C(C2(C)C)(CC1OC(=O)C(C(C5=CC=CC=C5)NC(=O)OC(C)(C)C)O)O)OC(=O)C6=CC=CC=C6)(CO4)OC(=O)C)O)C)O. Cell line: SW-620. Synergy scores: CSS=29.8, Synergy_ZIP=-0.709, Synergy_Bliss=-0.497, Synergy_Loewe=-5.43, Synergy_HSA=-0.421. (2) Drug 1: COC1=NC(=NC2=C1N=CN2C3C(C(C(O3)CO)O)O)N. Drug 2: COC1=C2C(=CC3=C1OC=C3)C=CC(=O)O2. Cell line: T-47D. Synergy scores: CSS=-8.66, Synergy_ZIP=3.45, Synergy_Bliss=-0.894, Synergy_Loewe=-25.0, Synergy_HSA=-8.34. (3) Drug 2: CNC(=O)C1=NC=CC(=C1)OC2=CC=C(C=C2)NC(=O)NC3=CC(=C(C=C3)Cl)C(F)(F)F. Synergy scores: CSS=6.24, Synergy_ZIP=-10.2, Synergy_Bliss=-15.7, Synergy_Loewe=-17.6, Synergy_HSA=-16.0. Drug 1: CC(C1=C(C=CC(=C1Cl)F)Cl)OC2=C(N=CC(=C2)C3=CN(N=C3)C4CCNCC4)N. Cell line: HOP-92. (4) Drug 1: CCC1=C2CN3C(=CC4=C(C3=O)COC(=O)C4(CC)O)C2=NC5=C1C=C(C=C5)O. Synergy scores: CSS=15.2, Synergy_ZIP=-2.81, Synergy_Bliss=-0.636, Synergy_Loewe=-35.9, Synergy_HSA=-1.87. Drug 2: C1CC(=O)NC(=O)C1N2C(=O)C3=CC=CC=C3C2=O. Cell line: M14. (5) Drug 2: CN(C(=O)NC(C=O)C(C(C(CO)O)O)O)N=O. Synergy scores: CSS=7.37, Synergy_ZIP=-2.31, Synergy_Bliss=2.07, Synergy_Loewe=0.607, Synergy_HSA=0.391. Cell line: K-562. Drug 1: CC(C)(C#N)C1=CC(=CC(=C1)CN2C=NC=N2)C(C)(C)C#N. (6) Drug 1: CN(C)C1=NC(=NC(=N1)N(C)C)N(C)C. Drug 2: N.N.Cl[Pt+2]Cl. Cell line: SF-268. Synergy scores: CSS=-15.3, Synergy_ZIP=4.10, Synergy_Bliss=-1.48, Synergy_Loewe=-10.0, Synergy_HSA=-9.15. (7) Drug 1: CCCCC(=O)OCC(=O)C1(CC(C2=C(C1)C(=C3C(=C2O)C(=O)C4=C(C3=O)C=CC=C4OC)O)OC5CC(C(C(O5)C)O)NC(=O)C(F)(F)F)O. Drug 2: C1CNP(=O)(OC1)N(CCCl)CCCl. Cell line: SK-MEL-28. Synergy scores: CSS=54.1, Synergy_ZIP=-8.98, Synergy_Bliss=-18.2, Synergy_Loewe=-49.4, Synergy_HSA=-16.9. (8) Drug 1: C1CN1P(=S)(N2CC2)N3CC3. Drug 2: CC1=C(C(=O)C2=C(C1=O)N3CC4C(C3(C2COC(=O)N)OC)N4)N. Cell line: NCIH23. Synergy scores: CSS=50.8, Synergy_ZIP=0.833, Synergy_Bliss=1.05, Synergy_Loewe=-19.1, Synergy_HSA=2.74. (9) Synergy scores: CSS=6.92, Synergy_ZIP=-3.14, Synergy_Bliss=-0.374, Synergy_Loewe=-1.42, Synergy_HSA=2.00. Drug 1: CC(C1=C(C=CC(=C1Cl)F)Cl)OC2=C(N=CC(=C2)C3=CN(N=C3)C4CCNCC4)N. Drug 2: C1=CC(=CC=C1C#N)C(C2=CC=C(C=C2)C#N)N3C=NC=N3. Cell line: LOX IMVI. (10) Drug 1: C(CCl)NC(=O)N(CCCl)N=O. Drug 2: CC1C(C(CC(O1)OC2CC(CC3=C2C(=C4C(=C3O)C(=O)C5=CC=CC=C5C4=O)O)(C(=O)C)O)N)O. Cell line: MCF7. Synergy scores: CSS=31.4, Synergy_ZIP=-2.76, Synergy_Bliss=-3.02, Synergy_Loewe=-6.87, Synergy_HSA=-0.760.